Dataset: Reaction yield outcomes from USPTO patents with 853,638 reactions. Task: Predict the reaction yield, written as a fraction of the theoretical maximum amount of product (1.0 means a 100% yield; for example, 0.34 means a 34% yield). (1) The reactants are Br[C:2]1[C:3]([C:23]([O:25][CH3:26])=[O:24])=[N:4][C:5]([N:8]([CH2:16][C:17]2[CH:22]=[CH:21][CH:20]=[CH:19][CH:18]=2)[CH2:9][C:10]2[CH:15]=[CH:14][CH:13]=[CH:12][CH:11]=2)=[CH:6][CH:7]=1.C1(P(C2C=CC=CC=2)C2C=CC=CC=2)C=CC=CC=1.C(=O)([O-])[O-].[K+].[K+].[C:52]([O:56][CH3:57])(=[O:55])[CH:53]=[CH2:54]. The catalyst is CN(C)C=O.C(OCC)C.C([O-])(=O)C.[Pd+2].C([O-])(=O)C. The product is [CH2:9]([N:8]([CH2:16][C:17]1[CH:22]=[CH:21][CH:20]=[CH:19][CH:18]=1)[C:5]1[N:4]=[C:3]([C:23]([O:25][CH3:26])=[O:24])[C:2](/[CH:54]=[CH:53]/[C:52]([O:56][CH3:57])=[O:55])=[CH:7][CH:6]=1)[C:10]1[CH:15]=[CH:14][CH:13]=[CH:12][CH:11]=1. The yield is 0.810. (2) The product is [C:1]([O:5][C:6]([CH:7]1[CH:23]([C:19]2[CH:20]=[CH:21][CH:22]=[C:17]([Cl:16])[C:18]=2[F:35])[C:24]([C:27]2[CH:32]=[CH:31][C:30]([Cl:33])=[CH:29][C:28]=2[CH3:34])([C:25]#[N:26])[CH:9]([CH2:10][C:11]([CH3:14])([CH3:13])[CH3:12])[NH:8]1)=[O:15])([CH3:4])([CH3:3])[CH3:2]. The reactants are [C:1]([O:5][C:6](=[O:15])[CH2:7]/[N:8]=[CH:9]/[CH2:10][C:11]([CH3:14])([CH3:13])[CH3:12])([CH3:4])([CH3:3])[CH3:2].[Cl:16][C:17]1[C:18]([F:35])=[C:19](/[CH:23]=[C:24](/[C:27]2[CH:32]=[CH:31][C:30]([Cl:33])=[CH:29][C:28]=2[CH3:34])\[C:25]#[N:26])[CH:20]=[CH:21][CH:22]=1.C(N(CC)CC)C. The yield is 0.490. The catalyst is ClCCl.